This data is from Full USPTO retrosynthesis dataset with 1.9M reactions from patents (1976-2016). The task is: Predict the reactants needed to synthesize the given product. (1) Given the product [F:1][C:2]1[CH:10]=[CH:9][C:8]2[N:7]([C:19]3[CH:20]=[CH:21][C:22]4[N:23]([CH:29]=3)[C:24](=[O:28])[CH:25]=[CH:26][N:27]=4)[C:6]3[CH:11]4[CH2:12][CH2:13][N:14]([CH2:15][C:5]=3[C:4]=2[CH:3]=1)[CH2:16][CH2:17]4, predict the reactants needed to synthesize it. The reactants are: [F:1][C:2]1[CH:10]=[CH:9][C:8]2[NH:7][C:6]3[CH:11]4[CH2:17][CH2:16][N:14]([CH2:15][C:5]=3[C:4]=2[CH:3]=1)[CH2:13][CH2:12]4.Br[C:19]1[CH:20]=[CH:21][C:22]2[N:23]([CH:29]=1)[C:24](=[O:28])[CH:25]=[CH:26][N:27]=2.[O-]P([O-])([O-])=O.[K+].[K+].[K+]. (2) Given the product [CH2:29]([O:31][C:32]1[CH:33]=[C:34]([CH:37]=[CH:38][C:39]=1[CH3:40])[CH2:35][N:3]1[CH2:4][CH2:5][CH:6]([NH:9][C:10]2[CH:11]=[C:12]([CH:15]=[CH:16][N:17]=2)[C:13]#[N:14])[CH2:7][CH2:8]1)[CH3:30], predict the reactants needed to synthesize it. The reactants are: Cl.Cl.[NH:3]1[CH2:8][CH2:7][CH:6]([NH:9][C:10]2[CH:11]=[C:12]([CH:15]=[CH:16][N:17]=2)[C:13]#[N:14])[CH2:5][CH2:4]1.C(O)(=O)C.C(N(CC)CC)C.[CH2:29]([O:31][C:32]1[CH:33]=[C:34]([CH:37]=[CH:38][C:39]=1[CH3:40])[CH:35]=O)[CH3:30].C([BH3-])#N.[Na+]. (3) Given the product [O:12]=[C:13]1[CH:17]=[CH:16][N:6]2[CH:5]=[N:4][C:3]([C:7]([O:9][CH2:10][CH3:11])=[O:8])=[C:2]2[NH:1]1, predict the reactants needed to synthesize it. The reactants are: [NH2:1][C:2]1[NH:6][CH:5]=[N:4][C:3]=1[C:7]([O:9][CH2:10][CH3:11])=[O:8].[O:12]=[C:13]1[CH2:17][CH2:16]C(=O)N1OC=CC(ON1[C:13](=[O:12])[CH2:17][CH2:16]C1=O)=O.C(N(CC)CC)C. (4) Given the product [F:22][C:11]([F:23])([C:12]1[CH:13]=[C:14]2[C:19](=[CH:20][CH:21]=1)[N:18]=[CH:17][CH:16]=[CH:15]2)[C:8]1[N:6]2[N:7]=[C:2]([C:29](=[O:31])[CH3:30])[CH:3]=[CH:4][C:5]2=[N:10][N:9]=1, predict the reactants needed to synthesize it. The reactants are: Cl[C:2]1[CH:3]=[CH:4][C:5]2[N:6]([C:8]([C:11]([F:23])([F:22])[C:12]3[CH:13]=[C:14]4[C:19](=[CH:20][CH:21]=3)[N:18]=[CH:17][CH:16]=[CH:15]4)=[N:9][N:10]=2)[N:7]=1.C([Sn](CCCC)(CCCC)[C:29]([O:31]CC)=[CH2:30])CCC.FC1C(C(C2N3N=C(C(=O)C)C=CC3=NC=2)C)=C(F)C=C2C=1C=NN2C. (5) Given the product [BrH:1].[Br:11][C:8]1[CH:9]=[CH:10][C:5]([C:3]2[N:19]=[C:14]3[C:13]([CH3:12])=[CH:18][CH:17]=[CH:16][N:15]3[CH:2]=2)=[CH:6][CH:7]=1, predict the reactants needed to synthesize it. The reactants are: [Br:1][CH2:2][C:3]([C:5]1[CH:10]=[CH:9][C:8]([Br:11])=[CH:7][CH:6]=1)=O.[CH3:12][C:13]1[C:14]([NH2:19])=[N:15][CH:16]=[CH:17][CH:18]=1.Br. (6) Given the product [C:9]1([C:2]2[CH:7]=[C:6]([Br:8])[CH:5]=[CH:4][N:3]=2)[CH:14]=[CH:13][CH:12]=[CH:11][CH:10]=1, predict the reactants needed to synthesize it. The reactants are: Br[C:2]1[CH:7]=[C:6]([Br:8])[CH:5]=[CH:4][N:3]=1.[C:9]1(B(O)O)[CH:14]=[CH:13][CH:12]=[CH:11][CH:10]=1.C(=O)([O-])[O-].[K+].[K+]. (7) Given the product [F:1][C:2]1[CH:7]=[C:6]([CH:5]=[C:4]([CH2:11][S:12][CH3:13])[CH:3]=1)[NH2:8], predict the reactants needed to synthesize it. The reactants are: [F:1][C:2]1[CH:7]=[C:6]([N+:8]([O-])=O)[CH:5]=[C:4]([CH2:11][S:12][CH3:13])[CH:3]=1.[OH-].[Na+].